This data is from Reaction yield outcomes from USPTO patents with 853,638 reactions. The task is: Predict the reaction yield, written as a fraction of the theoretical maximum amount of product (1.0 means a 100% yield; for example, 0.34 means a 34% yield). (1) The reactants are [CH3:1][CH:2]([CH3:11])[C:3](=[O:10])[CH2:4][C:5]([O:7][CH2:8][CH3:9])=[O:6].[Br:12]Br. The catalyst is O. The product is [Br:12][CH:4]([C:3](=[O:10])[CH:2]([CH3:1])[CH3:11])[C:5]([O:7][CH2:8][CH3:9])=[O:6]. The yield is 0.820. (2) The product is [CH:8]([C:7]1[CH:10]=[CH:11][C:4]([C:1]([NH:15][CH:12]([CH3:14])[CH3:13])=[O:3])=[CH:5][CH:6]=1)=[O:9]. The reactants are [C:1]([C:4]1[CH:11]=[CH:10][C:7]([CH:8]=[O:9])=[CH:6][CH:5]=1)([OH:3])=O.[CH:12]([NH2:15])([CH3:14])[CH3:13]. No catalyst specified. The yield is 0.940. (3) The reactants are C([O:3][C:4](=[O:33])[CH2:5][C@:6]1([CH2:30][CH2:31][CH3:32])[C:11]2[NH:12][C:13]3[C:18]([C:10]=2[CH2:9][CH2:8][O:7]1)=[C:17]([C:19]#[N:20])[CH:16]=[C:15]([O:21][CH2:22][C:23]1[CH:27]=[C:26]([CH3:28])[O:25][N:24]=1)[C:14]=3[CH3:29])C.[OH-].[Na+]. The catalyst is C(O)C. The product is [C:19]([C:17]1[CH:16]=[C:15]([O:21][CH2:22][C:23]2[CH:27]=[C:26]([CH3:28])[O:25][N:24]=2)[C:14]([CH3:29])=[C:13]2[C:18]=1[C:10]1[CH2:9][CH2:8][O:7][C@@:6]([CH2:5][C:4]([OH:33])=[O:3])([CH2:30][CH2:31][CH3:32])[C:11]=1[NH:12]2)#[N:20]. The yield is 0.920. (4) The reactants are [C:1]([O:5][C:6](=[O:31])[NH:7][C@H:8]([C@@H:24]1[CH2:28][C@@H:27]([CH3:29])[C:26](=[O:30])[O:25]1)[CH2:9][C:10]1[CH:15]=[CH:14][CH:13]=[C:12]([O:16]CC2C=CC=CC=2)[CH:11]=1)([CH3:4])([CH3:3])[CH3:2]. The product is [C:1]([O:5][C:6](=[O:31])[NH:7][C@H:8]([C@@H:24]1[CH2:28][C@@H:27]([CH3:29])[C:26](=[O:30])[O:25]1)[CH2:9][C:10]1[CH:15]=[CH:14][CH:13]=[C:12]([OH:16])[CH:11]=1)([CH3:3])([CH3:2])[CH3:4]. The catalyst is C(O)C.[Pd]. The yield is 1.00. (5) The reactants are [Cl:1][C:2]1[CH:7]=[CH:6][CH:5]=[C:4]([Cl:8])[C:3]=1[CH2:9][S:10]([C:13]1[CH:14]=[C:15]2[C:19](=[CH:20][CH:21]=1)[NH:18][C:17](=[O:22])/[C:16]/2=[CH:23]\[C:24]1[NH:28][C:27]([CH3:29])=[C:26]([C:30](O)=[O:31])[C:25]=1[CH3:33])(=[O:12])=[O:11].C1[CH:35]=[CH:36][C:37]2N(O)N=[N:40][C:38]=2C=1.CCN=C=NCCCN(C)C.[CH:55]1([N:58]2CCN[CH2:60][CH2:59]2)C[CH2:56]1. The catalyst is CN(C=O)C. The product is [CH:37]1([CH2:38][N:40]2[CH2:60][CH2:59][N:58]([C:30]([C:26]3[C:25]([CH3:33])=[C:24](/[CH:23]=[C:16]4\[C:17](=[O:22])[NH:18][C:19]5[C:15]\4=[CH:14][C:13]([S:10]([CH2:9][C:3]4[C:2]([Cl:1])=[CH:7][CH:6]=[CH:5][C:4]=4[Cl:8])(=[O:11])=[O:12])=[CH:21][CH:20]=5)[NH:28][C:27]=3[CH3:29])=[O:31])[CH2:55][CH2:56]2)[CH2:36][CH2:35]1. The yield is 0.900. (6) The reactants are [CH2:1]([O:8][C:9]1[CH:10]=[CH:11][C:12]([OH:19])=[C:13]([CH:18]=1)[C:14]([O:16][CH3:17])=[O:15])[C:2]1[CH:7]=[CH:6][CH:5]=[CH:4][CH:3]=1.[C:20](=O)([O-])[O-].[Cs+].[Cs+].CI. The catalyst is CC(C)=O. The product is [CH2:1]([O:8][C:9]1[CH:10]=[CH:11][C:12]([O:19][CH3:20])=[C:13]([CH:18]=1)[C:14]([O:16][CH3:17])=[O:15])[C:2]1[CH:3]=[CH:4][CH:5]=[CH:6][CH:7]=1. The yield is 0.900.